This data is from Forward reaction prediction with 1.9M reactions from USPTO patents (1976-2016). The task is: Predict the product of the given reaction. (1) Given the reactants C(O[CH:6](N(C)C)[N:7]([CH3:9])[CH3:8])(C)(C)C.[CH:13]([C:17]1[CH:22]=[CH:21][C:20]([N:23]2[C:32](=[O:33])[C:31]3[C:26](=[CH:27][CH:28]=[CH:29][CH:30]=3)[N:25]=[C:24]2[C:34]2[CH:39]=[CH:38][C:37]([CH3:40])=[C:36]([N+:41]([O-:43])=[O:42])[CH:35]=2)=[CH:19][CH:18]=1)([CH2:15][CH3:16])[CH3:14], predict the reaction product. The product is: [CH:13]([C:17]1[CH:18]=[CH:19][C:20]([N:23]2[C:32](=[O:33])[C:31]3[C:26](=[CH:27][CH:28]=[CH:29][CH:30]=3)[N:25]=[C:24]2[C:34]2[CH:39]=[CH:38][C:37](/[CH:40]=[CH:6]/[N:7]([CH3:9])[CH3:8])=[C:36]([N+:41]([O-:43])=[O:42])[CH:35]=2)=[CH:21][CH:22]=1)([CH2:15][CH3:16])[CH3:14]. (2) Given the reactants CC(C)(C)[C@H](NC(=O)[C@@H](NC)C)C(N1[C@H](C(N[C@H]2C3C(=CC=CC=3)CCC2)=O)CC2C(=CC([C@H]3C[C@@H](C(=O)N[C@H]4C5C(=CC=CC=5)CCC4)N(C(=O)[C@@H](NC(=O)[C@@H](NC)C)C(C)(C)C)C3)=CC=2)C1)=O.[C@H:70]1([NH:80][C:81]([C@@H:83]2[CH:87]=[C:86](OS(C(F)(F)F)(=O)=O)[CH2:85][N:84]2[C:96]([O:98][C:99]([CH3:102])([CH3:101])[CH3:100])=[O:97])=[O:82])[C:79]2[C:74](=[CH:75][CH:76]=[CH:77][CH:78]=2)[CH2:73][CH2:72][CH2:71]1.CC1(C)C(C)(C)OB([C:111]2[CH:120]=[C:119]3[C:114]([CH2:115][C@@H:116]([C:128]([O:130][CH3:131])=[O:129])[N:117]([C:121]([O:123][C:124]([CH3:127])([CH3:126])[CH3:125])=[O:122])[CH2:118]3)=[CH:113][CH:112]=2)O1, predict the reaction product. The product is: [C:99]([O:98][C:96]([N:84]1[C@H:83]([C:81](=[O:82])[NH:80][C@H:70]2[C:79]3[C:74](=[CH:75][CH:76]=[CH:77][CH:78]=3)[CH2:73][CH2:72][CH2:71]2)[CH:87]=[C:86]([C:111]2[CH:120]=[C:119]3[C:114]([CH2:115][C@@H:116]([C:128]([O:130][CH3:131])=[O:129])[N:117]([C:121]([O:123][C:124]([CH3:127])([CH3:126])[CH3:125])=[O:122])[CH2:118]3)=[CH:113][CH:112]=2)[CH2:85]1)=[O:97])([CH3:102])([CH3:100])[CH3:101]. (3) Given the reactants C[O:2][C:3]([C:5]1([C:9]2[CH:14]=[CH:13][C:12]([NH:15][C:16]3[N:21]=[C:20]([NH2:22])[CH:19]=[C:18]([C:23]4[CH:28]=[CH:27][CH:26]=[CH:25][CH:24]=4)[N:17]=3)=[CH:11][CH:10]=2)[CH2:8][CH2:7][CH2:6]1)=[O:4].[OH-].[Na+], predict the reaction product. The product is: [NH2:22][C:20]1[CH:19]=[C:18]([C:23]2[CH:24]=[CH:25][CH:26]=[CH:27][CH:28]=2)[N:17]=[C:16]([NH:15][C:12]2[CH:13]=[CH:14][C:9]([C:5]3([C:3]([OH:4])=[O:2])[CH2:6][CH2:7][CH2:8]3)=[CH:10][CH:11]=2)[N:21]=1. (4) Given the reactants C[O:2][C:3]([C@@H:5]1[CH2:14][C:13]2[C:8](=[CH:9][C:10]([OH:18])=[C:11]([N+:15]([O-:17])=[O:16])[CH:12]=2)[CH2:7][N:6]1[C:19]([O:21][C:22]([CH3:25])([CH3:24])[CH3:23])=[O:20])=O.[CH3:26][O:27][C:28](=[O:46])[C@@H:29]([NH2:45])[CH2:30][C:31]1[CH:36]=[CH:35][C:34]([C:37]2[CH:42]=[CH:41][C:40]([C:43]#[N:44])=[CH:39][CH:38]=2)=[CH:33][CH:32]=1, predict the reaction product. The product is: [C:22]([O:21][C:19]([N:6]1[C@H:5]([C:3](=[O:2])[NH:45][C@H:29]([C:28]([O:27][CH3:26])=[O:46])[CH2:30][C:31]2[CH:36]=[CH:35][C:34]([C:37]3[CH:42]=[CH:41][C:40]([C:43]#[N:44])=[CH:39][CH:38]=3)=[CH:33][CH:32]=2)[CH2:14][C:13]2[C:8](=[CH:9][C:10]([OH:18])=[C:11]([N+:15]([O-:17])=[O:16])[CH:12]=2)[CH2:7]1)=[O:20])([CH3:25])([CH3:23])[CH3:24]. (5) The product is: [CH2:2]([O:9][C:10]1[CH:11]=[C:12]([N:13]=[C:17]=[S:18])[CH:14]=[CH:15][CH:16]=1)[C:3]1[CH:4]=[CH:5][CH:6]=[CH:7][CH:8]=1. Given the reactants N.[CH2:2]([O:9][C:10]1[CH:11]=[C:12]([CH:14]=[CH:15][CH:16]=1)[NH2:13])[C:3]1[CH:8]=[CH:7][CH:6]=[CH:5][CH:4]=1.[C:17](C1NC=CN=1)(C1NC=CN=1)=[S:18], predict the reaction product. (6) Given the reactants Br[C:2]1[S:6][C:5]([CH:7]2[CH2:12][CH2:11][O:10][CH2:9][CH2:8]2)=[N:4][C:3]=1[C:13]1[C:14]([F:34])=[C:15]([N:19]([CH2:31][O:32][CH3:33])[S:20]([C:23]2[CH:28]=[C:27]([F:29])[CH:26]=[CH:25][C:24]=2[F:30])(=[O:22])=[O:21])[CH:16]=[CH:17][CH:18]=1.C(=O)([O-])[O-].[Cs+].[Cs+].C(Cl)Cl.CO[CH2:46][CH2:47]OC.O, predict the reaction product. The product is: [F:30][C:24]1[CH:25]=[CH:26][C:27]([F:29])=[CH:28][C:23]=1[S:20]([N:19]([C:15]1[CH:16]=[CH:17][CH:18]=[C:13]([C:3]2[N:4]=[C:5]([CH:7]3[CH2:12][CH2:11][O:10][CH2:9][CH2:8]3)[S:6][C:2]=2[C:47]2[CH:46]=[CH:31][N:19]=[CH:15][C:14]=2[F:34])[C:14]=1[F:34])[CH2:31][O:32][CH3:33])(=[O:22])=[O:21]. (7) The product is: [C:6]([C:5]([C:11]1[CH:16]=[CH:15][C:14]([O:17][CH3:18])=[C:13]([O:19][CH3:20])[CH:12]=1)([CH:8]([CH3:10])[CH3:9])[CH2:4][CH2:3][CH2:2][N:22]([CH3:21])[CH2:23][CH2:24][C:25]1[CH:26]=[C:27]([CH:34]=[CH:35][CH:36]=1)[C:28]([O:30][CH2:31][CH2:32][CH3:33])=[O:29])#[N:7]. Given the reactants Br[CH2:2][CH2:3][CH2:4][C:5]([C:11]1[CH:16]=[CH:15][C:14]([O:17][CH3:18])=[C:13]([O:19][CH3:20])[CH:12]=1)([CH:8]([CH3:10])[CH3:9])[C:6]#[N:7].[CH3:21][NH:22][CH2:23][CH2:24][C:25]1[CH:26]=[C:27]([CH:34]=[CH:35][CH:36]=1)[C:28]([O:30][CH2:31][CH2:32][CH3:33])=[O:29], predict the reaction product.